Dataset: Peptide-MHC class I binding affinity with 185,985 pairs from IEDB/IMGT. Task: Regression. Given a peptide amino acid sequence and an MHC pseudo amino acid sequence, predict their binding affinity value. This is MHC class I binding data. (1) The peptide sequence is NTMTKDAER. The MHC is HLA-A03:01 with pseudo-sequence HLA-A03:01. The binding affinity (normalized) is 0.0847. (2) The peptide sequence is DARYCSEFIR. The MHC is HLA-A33:01 with pseudo-sequence HLA-A33:01. The binding affinity (normalized) is 0.705. (3) The peptide sequence is GVNLEDPASR. The MHC is Patr-A0101 with pseudo-sequence Patr-A0101. The binding affinity (normalized) is 0. (4) The peptide sequence is RTFGKLPYR. The MHC is HLA-A31:01 with pseudo-sequence HLA-A31:01. The binding affinity (normalized) is 0.744. (5) The peptide sequence is KPEVRIPVDL. The MHC is HLA-B53:01 with pseudo-sequence HLA-B53:01. The binding affinity (normalized) is 0.0151.